This data is from Reaction yield outcomes from USPTO patents with 853,638 reactions. The task is: Predict the reaction yield, written as a fraction of the theoretical maximum amount of product (1.0 means a 100% yield; for example, 0.34 means a 34% yield). (1) The reactants are [CH3:1][C:2]1[N:3]([C:8]2[CH:12]=[C:11]([C:13]([N:15]([O:17][CH3:18])[CH3:16])=[O:14])[NH:10][N:9]=2)[C:4]([CH3:7])=[CH:5][CH:6]=1.Cl[CH2:20][CH2:21][NH:22][C:23](=[O:29])[O:24][C:25]([CH3:28])([CH3:27])[CH3:26].C([O-])([O-])=O.[Na+].[Na+].CN(C=O)C. The catalyst is O. The product is [CH3:1][C:2]1[N:3]([C:8]2[CH:12]=[C:11]([C:13](=[O:14])[N:15]([O:17][CH3:18])[CH3:16])[N:10]([CH2:20][CH2:21][NH:22][C:23](=[O:29])[O:24][C:25]([CH3:28])([CH3:27])[CH3:26])[N:9]=2)[C:4]([CH3:7])=[CH:5][CH:6]=1. The yield is 0.660. (2) The reactants are [CH3:1][O:2][C:3]1[CH:8]=[CH:7][CH:6]=[C:5]([NH2:9])[CH:4]=1.C([O:12][CH:13]=[C:14]([C:20](OCC)=O)[C:15]([O:17][CH2:18][CH3:19])=[O:16])C.C(C1C=NC2C(C=1)=CC=C(OC1C3C(=CC(OCC4CCN(C)CC4)=C(OC)C=3)N=CN=1)C=2)#N. The catalyst is C1(OC2C=CC=CC=2)C=CC=CC=1. The product is [CH3:1][O:2][C:3]1[CH:4]=[C:5]2[C:6]([C:13](=[O:12])[C:14]([C:15]([O:17][CH2:18][CH3:19])=[O:16])=[CH:20][NH:9]2)=[CH:7][CH:8]=1. The yield is 0.450. (3) The reactants are C1C(=O)N([Cl:8])C(=O)C1.[CH3:9][O:10][C:11]1[S:15][C:14]([C:16]([O:18]C)=[O:17])=[CH:13][C:12]=1[C:20]1[N:24]([CH3:25])[N:23]=[CH:22][CH:21]=1.[OH-].[Na+]. The catalyst is O1CCCC1. The product is [Cl:8][C:21]1[CH:22]=[N:23][N:24]([CH3:25])[C:20]=1[C:12]1[CH:13]=[C:14]([C:16]([OH:18])=[O:17])[S:15][C:11]=1[O:10][CH3:9]. The yield is 0.980.